Task: Predict which catalyst facilitates the given reaction.. Dataset: Catalyst prediction with 721,799 reactions and 888 catalyst types from USPTO (1) Reactant: [OH:1][C:2]1[CH:3]=[CH:4][C:5]([C:8]2[N:12]([C:13]3[CH:14]=[N:15][CH:16]=[CH:17][CH:18]=3)[N:11]=[C:10]([C:19]([O:21][CH2:22][CH3:23])=[O:20])[CH:9]=2)=[N:6][CH:7]=1.Cl[CH2:25][C:26]([NH2:28])=[O:27].C(=O)([O-])[O-].[K+].[K+].C(=O)(O)[O-].[Na+]. Product: [C:26]([CH2:25][O:1][C:2]1[CH:3]=[CH:4][C:5]([C:8]2[N:12]([C:13]3[CH:14]=[N:15][CH:16]=[CH:17][CH:18]=3)[N:11]=[C:10]([C:19]([O:21][CH2:22][CH3:23])=[O:20])[CH:9]=2)=[N:6][CH:7]=1)(=[O:27])[NH2:28]. The catalyst class is: 372. (2) The catalyst class is: 862. Product: [CH2:23]([C@H:3]1[C:2](=[O:1])[CH2:19][CH2:18][C@@:17]2([CH3:20])[CH:4]1[C:5](=[O:22])[CH2:6][C@@H:7]1[C@@H:16]2[CH2:15][CH2:14][C@@:12]2([CH3:13])[C@H:8]1[CH2:9][CH2:10][C:11]2=[O:21])[CH3:24]. Reactant: [OH:1][C@@H:2]1[CH2:19][CH2:18][C@@:17]2([CH3:20])[CH:4]([C:5](=[O:22])[CH2:6][C@@H:7]3[C@@H:16]2[CH2:15][CH2:14][C@@:12]2([CH3:13])[C@H:8]3[CH2:9][CH2:10][C@@H:11]2[OH:21])[C@H:3]1[CH2:23][CH3:24].C[N+]1([O-])CCOCC1. (3) Reactant: [F:1][C:2]1[C:8]([F:9])=[CH:7][C:6]([F:10])=[C:5]([F:11])[C:3]=1[NH2:4].[Br:12]Br.C(=O)(O)[O-].[Na+]. Product: [F:1][C:2]1[C:8]([F:9])=[C:7]([Br:12])[C:6]([F:10])=[C:5]([F:11])[C:3]=1[NH2:4]. The catalyst class is: 5. (4) Reactant: [BH4-].[Na+].[C:3]([O:7][C:8]([N:10]1[CH2:13][CH:12]([C:14](O)=[O:15])[CH2:11]1)=[O:9])([CH3:6])([CH3:5])[CH3:4].II.CO. Product: [OH:15][CH2:14][CH:12]1[CH2:13][N:10]([C:8]([O:7][C:3]([CH3:6])([CH3:5])[CH3:4])=[O:9])[CH2:11]1. The catalyst class is: 1. (5) Reactant: [N:1]1[CH:6]=[CH:5][CH:4]=[C:3]([C:7]2([O:25][CH2:26][CH2:27][N:28]3[CH2:32][CH2:31][CH2:30][CH2:29]3)[CH2:24][CH2:23][C:10]3([CH2:15][CH2:14][N:13](C(OC(C)(C)C)=O)[CH2:12][CH2:11]3)[CH2:9][CH2:8]2)[CH:2]=1.C(O)(C(F)(F)F)=O. Product: [N:1]1[CH:6]=[CH:5][CH:4]=[C:3]([C:7]2([O:25][CH2:26][CH2:27][N:28]3[CH2:32][CH2:31][CH2:30][CH2:29]3)[CH2:8][CH2:9][C:10]3([CH2:11][CH2:12][NH:13][CH2:14][CH2:15]3)[CH2:23][CH2:24]2)[CH:2]=1. The catalyst class is: 2. (6) Reactant: [CH3:1][O:2][C:3]1[CH:12]=[C:11]([N:13]2[C:18](=[O:19])[C@H:17]3[CH2:20][C@@H:14]2[CH:15]=[CH:16]3)[CH:10]=[CH:9][C:4]=1[C:5]([O:7][CH3:8])=[O:6]. Product: [CH3:1][O:2][C:3]1[CH:12]=[C:11]([N:13]2[C:18](=[O:19])[C@H:17]3[CH2:20][C@@H:14]2[CH2:15][CH2:16]3)[CH:10]=[CH:9][C:4]=1[C:5]([O:7][CH3:8])=[O:6]. The catalyst class is: 78. (7) Product: [CH:11]1([C:10]2[C:9]3[C:4](=[CH:5][C:6]([C:17]([O:19][CH3:20])=[O:18])=[CH:7][CH:8]=3)[NH:3][C:2]=2[C:24]2[S:25][CH:26]=[CH:27][C:23]=2[CH:21]=[O:22])[CH2:16][CH2:15][CH2:14][CH2:13][CH2:12]1. The catalyst class is: 12. Reactant: Br[C:2]1[NH:3][C:4]2[C:9]([C:10]=1[CH:11]1[CH2:16][CH2:15][CH2:14][CH2:13][CH2:12]1)=[CH:8][CH:7]=[C:6]([C:17]([O:19][CH3:20])=[O:18])[CH:5]=2.[CH:21]([C:23]1[CH:27]=[CH:26][S:25][C:24]=1B(O)O)=[O:22].[F-].[K+].B(O)O.